From a dataset of Full USPTO retrosynthesis dataset with 1.9M reactions from patents (1976-2016). Predict the reactants needed to synthesize the given product. (1) The reactants are: C([O:3]/[CH:4]=[CH:5]/[C:6]1[C:11]([C:12]([O:14][CH2:15][CH3:16])=[O:13])=[C:10]([NH:17][C:18]2[CH:23]=[CH:22][CH:21]=[C:20]([C:24]3[N:29]=[CH:28][CH:27]=[CH:26][N:25]=3)[CH:19]=2)[N:9]=[C:8]([S:30][CH3:31])[N:7]=1)C. Given the product [CH3:31][S:30][C:8]1[N:7]=[C:6]([CH2:5][CH:4]=[O:3])[C:11]([C:12]([O:14][CH2:15][CH3:16])=[O:13])=[C:10]([NH:17][C:18]2[CH:23]=[CH:22][CH:21]=[C:20]([C:24]3[N:29]=[CH:28][CH:27]=[CH:26][N:25]=3)[CH:19]=2)[N:9]=1, predict the reactants needed to synthesize it. (2) Given the product [ClH:52].[CH3:34][C:9]1([CH3:35])[C:10]2([CH2:11][O:12][CH2:13]2)[C:14]2([CH2:18][S:17][C:16]([NH2:19])=[N:15]2)[C:4]2[C:5](=[CH:6][CH:7]=[C:2]([C:40]3[CH:41]=[N:36][CH:37]=[N:38][CH:39]=3)[CH:3]=2)[O:8]1, predict the reactants needed to synthesize it. The reactants are: Br[C:2]1[CH:3]=[C:4]2[C:14]3([CH2:18][S:17][C:16]([N:19](C(OC(C)(C)C)=O)C(OC(C)(C)C)=O)=[N:15]3)[C:10]3([CH2:13][O:12][CH2:11]3)[C:9]([CH3:35])([CH3:34])[O:8][C:5]2=[CH:6][CH:7]=1.[N:36]1[CH:41]=[C:40](B(O)O)[CH:39]=[N:38][CH:37]=1.C([O-])([O-])=O.[Na+].[Na+].C.[ClH:52]. (3) Given the product [Cl:40][C:41]1[CH:46]=[C:45]([F:47])[CH:44]=[CH:43][C:42]=1[CH2:48][NH:49][C:15]([CH:6]1[CH2:5][CH2:4][CH2:3][C:2](=[O:1])[N:7]1[CH2:8][C:9]1[CH:10]=[CH:11][CH:12]=[CH:13][CH:14]=1)=[O:17], predict the reactants needed to synthesize it. The reactants are: [O:1]=[C:2]1[N:7]([CH2:8][C:9]2[CH:14]=[CH:13][CH:12]=[CH:11][CH:10]=2)[CH:6]([C:15]([OH:17])=O)[CH2:5][CH2:4][CH2:3]1.Cl.CN(C)CCCN=C=NCC.ON1C2C=CC=CC=2N=N1.[Cl:40][C:41]1[CH:46]=[C:45]([F:47])[CH:44]=[CH:43][C:42]=1[CH2:48][NH2:49]. (4) Given the product [OH:43][CH2:42][CH2:41][CH2:40][O:1][C:2]1[CH:3]=[CH:4][C:5]([C:8]2[N:17]=[C:16]([NH:18][CH2:19][C@H:20]3[O:25][CH2:24][CH2:23][N:22]([C:26]([O:28][C:29]([CH3:32])([CH3:31])[CH3:30])=[O:27])[CH2:21]3)[C:15]3[C:10](=[N:11][CH:12]=[CH:13][N:14]=3)[CH:9]=2)=[CH:6][CH:7]=1, predict the reactants needed to synthesize it. The reactants are: [OH:1][C:2]1[CH:7]=[CH:6][C:5]([C:8]2[N:17]=[C:16]([NH:18][CH2:19][C@H:20]3[O:25][CH2:24][CH2:23][N:22]([C:26]([O:28][C:29]([CH3:32])([CH3:31])[CH3:30])=[O:27])[CH2:21]3)[C:15]3[C:10](=[N:11][CH:12]=[CH:13][N:14]=3)[CH:9]=2)=[CH:4][CH:3]=1.C([O-])([O-])=O.[Cs+].[Cs+].Br[CH2:40][CH2:41][CH2:42][OH:43].O.